Dataset: Forward reaction prediction with 1.9M reactions from USPTO patents (1976-2016). Task: Predict the product of the given reaction. (1) Given the reactants [CH3:1][O:2][CH2:3][C:4]1[N:8]2[C:9]3[C:14]([CH:15]=[CH:16][C:7]2=[CH:6][CH:5]=1)=[CH:13][CH:12]=[CH:11][CH:10]=3.C[Si](C)(C)[C:19]#[C:20]/C=C\C1C=CC2C(=CC=CC=2)N=1.[F-].[K+], predict the reaction product. The product is: [CH2:1]([O:2][CH2:3][C:4]1[N:8]2[C:9]3[C:14]([CH:15]=[CH:16][C:7]2=[CH:6][CH:5]=1)=[CH:13][CH:12]=[CH:11][CH:10]=3)[CH:19]=[CH2:20]. (2) Given the reactants O.[OH-].[Li+].[CH2:4]([O:11][CH:12]([CH:18]([C:25]1[CH:30]=[CH:29][CH:28]=[CH:27][CH:26]=1)[C:19]1[CH:24]=[CH:23][CH:22]=[CH:21][CH:20]=1)[C:13]([O:15]CC)=[O:14])[C:5]1[CH:10]=[CH:9][CH:8]=[CH:7][CH:6]=1.Cl.NC1C=CC=C(F)C=1CC[C@@H]1N(S(C2C=CC=CC=2)(=O)=O)CCN(C(OC(C)(C)C)=O)C1, predict the reaction product. The product is: [CH2:4]([O:11][CH:12]([CH:18]([C:25]1[CH:30]=[CH:29][CH:28]=[CH:27][CH:26]=1)[C:19]1[CH:20]=[CH:21][CH:22]=[CH:23][CH:24]=1)[C:13]([OH:15])=[O:14])[C:5]1[CH:6]=[CH:7][CH:8]=[CH:9][CH:10]=1. (3) Given the reactants Cl[C:2]1[CH:3]=[C:4]([NH:14][C:15]2[CH:20]=[CH:19][C:18]([N:21]3[CH2:26][CH2:25][N:24](C(OC(C)(C)C)=O)[CH2:23][CH2:22]3)=[CH:17][CH:16]=2)[C:5]2[C:11](=[O:12])[NH:10][CH2:9][CH2:8][NH:7][C:6]=2[N:13]=1.[Br-].[Cl:35][C:36]1[CH:43]=[CH:42][CH:41]=[C:40]([Cl:44])[C:37]=1[CH2:38][Zn+], predict the reaction product. The product is: [Cl:35][C:36]1[CH:43]=[CH:42][CH:41]=[C:40]([Cl:44])[C:37]=1[CH2:38][C:2]1[CH:3]=[C:4]([NH:14][C:15]2[CH:16]=[CH:17][C:18]([N:21]3[CH2:22][CH2:23][NH:24][CH2:25][CH2:26]3)=[CH:19][CH:20]=2)[C:5]2[C:11](=[O:12])[NH:10][CH2:9][CH2:8][NH:7][C:6]=2[N:13]=1. (4) Given the reactants [CH3:1][C:2]1[CH:7]=[CH:6][C:5]([CH2:8][N:9]2[C:13](=[O:14])[N:12](C)[C:11]([CH2:16][CH2:17][CH2:18][C:19]3[CH:33]=[CH:32][C:22]([O:23][C:24]([CH3:31])([CH3:30])[C:25]([O:27]CC)=[O:26])=[CH:21][CH:20]=3)=[N:10]2)=[CH:4][CH:3]=1.[OH-].[Na+], predict the reaction product. The product is: [CH3:1][C:2]1[CH:3]=[CH:4][C:5]([CH2:8][N:9]2[C:13](=[O:14])[N:12]=[C:11]([CH2:16][CH2:17][CH2:18][C:19]3[CH:20]=[CH:21][C:22]([O:23][C:24]([CH3:31])([CH3:30])[C:25]([OH:27])=[O:26])=[CH:32][CH:33]=3)[NH:10]2)=[CH:6][CH:7]=1. (5) Given the reactants Cl[C:2]([O:4][CH3:5])=[O:3].[NH2:6][CH2:7][C@H:8]1[O:12][C:11](=[O:13])[N:10]([C:14]2[CH:15]=[C:16]3[C:20](=[C:21]([F:23])[CH:22]=2)[N:19]([CH2:24][CH3:25])[C:18](=[O:26])[CH2:17]3)[CH2:9]1.C(N(C(C)C)CC)(C)C, predict the reaction product. The product is: [CH3:5][O:4][C:2](=[O:3])[NH:6][CH2:7][C@@H:8]1[O:12][C:11](=[O:13])[N:10]([C:14]2[CH:15]=[C:16]3[C:20](=[C:21]([F:23])[CH:22]=2)[N:19]([CH2:24][CH3:25])[C:18](=[O:26])[CH2:17]3)[CH2:9]1. (6) Given the reactants [F:1][C:2]1[CH:3]=[N:4][C:5]2[C:10]([C:11]=1/[CH:12]=[CH:13]/[C:14]13[CH2:21][CH2:20][C:17]([NH:22][C:23](=[O:29])[O:24][C:25]([CH3:28])([CH3:27])[CH3:26])([CH2:18][CH2:19]1)[CH2:16][O:15]3)=[N:9][C:8]([O:30][CH3:31])=[CH:7][CH:6]=2, predict the reaction product. The product is: [F:1][C:2]1[CH:3]=[N:4][C:5]2[C:10]([C:11]=1[CH2:12][CH2:13][C:14]13[CH2:19][CH2:18][C:17]([NH:22][C:23](=[O:29])[O:24][C:25]([CH3:28])([CH3:26])[CH3:27])([CH2:20][CH2:21]1)[CH2:16][O:15]3)=[N:9][C:8]([O:30][CH3:31])=[CH:7][CH:6]=2. (7) Given the reactants [Cl:1][C:2]1[C:7]([C:8]([NH:10][C:11]23[C:29](=[O:30])[C:28]4[C:23](=[CH:24][CH:25]=[CH:26][C:27]=4[N+:31]([O-])=O)[C:12]2([OH:34])[O:13][C:14]2[CH:19]=[C:18]([CH:20]([CH3:22])[CH3:21])[CH:17]=[CH:16][C:15]=23)=[O:9])=[CH:6][N:5]=[CH:4][CH:3]=1.C(O)C, predict the reaction product. The product is: [NH2:31][C:27]1[CH:26]=[CH:25][CH:24]=[C:23]2[C:28]=1[C:29](=[O:30])[C:11]1([NH:10][C:8](=[O:9])[C:7]3[C:2]([Cl:1])=[CH:3][CH:4]=[N:5][CH:6]=3)[C:15]3[CH:16]=[CH:17][C:18]([CH:20]([CH3:22])[CH3:21])=[CH:19][C:14]=3[O:13][C:12]12[OH:34]. (8) Given the reactants [CH:1]1([NH:4][CH2:5][C:6]([N:8]2[C:16]3[C:11](=[CH:12][C:13]([O:17][CH2:18][C:19]4[S:20][C:21]([C:30]([F:33])([F:32])[F:31])=[C:22]([C:24]5[CH:29]=[CH:28][CH:27]=[CH:26][CH:25]=5)[CH:23]=4)=[CH:14][CH:15]=3)[CH2:10][CH2:9]2)=[O:7])[CH2:3][CH2:2]1.[CH2:34]([O:36][C:37](=[O:40])[CH:38]=[CH2:39])[CH3:35], predict the reaction product. The product is: [CH2:34]([O:36][C:37](=[O:40])[CH2:38][CH2:39][N:4]([CH:1]1[CH2:2][CH2:3]1)[CH2:5][C:6](=[O:7])[N:8]1[C:16]2[C:11](=[CH:12][C:13]([O:17][CH2:18][C:19]3[S:20][C:21]([C:30]([F:33])([F:32])[F:31])=[C:22]([C:24]4[CH:25]=[CH:26][CH:27]=[CH:28][CH:29]=4)[CH:23]=3)=[CH:14][CH:15]=2)[CH2:10][CH2:9]1)[CH3:35]. (9) Given the reactants [C:1](=[O:46])([O:39][CH2:40][CH2:41][CH2:42][N:43]([CH3:45])[CH3:44])[O:2][CH:3]([CH2:14][CH2:15][CH2:16][CH2:17][CH2:18][CH2:19][CH2:20]/[CH:21]=[CH:22]\[CH2:23][C@H:24]([O:31][Si](C(C)(C)C)(C)C)[CH2:25][CH2:26][CH2:27][CH2:28][CH2:29][CH3:30])[CH2:4][CH2:5][CH2:6][CH2:7][CH2:8][CH2:9][CH2:10][CH2:11][CH2:12][CH3:13].[F-].C([N+](CCCC)(CCCC)CCCC)CCC.O1CCCC1, predict the reaction product. The product is: [C:1](=[O:46])([O:2][CH:3]([CH2:14][CH2:15][CH2:16][CH2:17][CH2:18][CH2:19][CH2:20]/[CH:21]=[CH:22]\[CH2:23][C@H:24]([OH:31])[CH2:25][CH2:26][CH2:27][CH2:28][CH2:29][CH3:30])[CH2:4][CH2:5][CH2:6][CH2:7][CH2:8][CH2:9][CH2:10][CH2:11][CH2:12][CH3:13])[O:39][CH2:40][CH2:41][CH2:42][N:43]([CH3:45])[CH3:44].